From a dataset of Catalyst prediction with 721,799 reactions and 888 catalyst types from USPTO. Predict which catalyst facilitates the given reaction. (1) Reactant: [NH2:1][C:2]1[N:3]([C:14]2[CH:19]=[CH:18][C:17]([CH2:20][CH2:21][OH:22])=[CH:16][CH:15]=2)[C:4]([CH3:13])=[C:5]([C:7]2[CH:12]=[CH:11][CH:10]=[CH:9][CH:8]=2)[N:6]=1.[C:23]1([CH3:35])[CH:28]=[CH:27][C:26]([S:29]([N:32]=[C:33]=[O:34])(=[O:31])=[O:30])=[CH:25][CH:24]=1. Product: [CH3:35][C:23]1[CH:28]=[CH:27][C:26]([S:29]([NH:32][C:33](=[O:34])[O:22][CH2:21][CH2:20][C:17]2[CH:16]=[CH:15][C:14]([N:3]3[C:4]([CH3:13])=[C:5]([C:7]4[CH:12]=[CH:11][CH:10]=[CH:9][CH:8]=4)[N:6]=[C:2]3[NH2:1])=[CH:19][CH:18]=2)(=[O:31])=[O:30])=[CH:25][CH:24]=1. The catalyst class is: 4. (2) Reactant: C([Mg]Br)C.[CH3:5][C:6]1[CH:11]=[C:10]([CH3:12])[CH:9]=[CH:8][C:7]=1[OH:13].CN(C)CCN(C)C.[CH2:22]=[O:23].CN(P(N(C)C)(N(C)C)=O)C. Product: [OH:23][C:22]1[C:6]([CH3:5])=[CH:11][C:10]([CH3:12])=[CH:9][C:8]=1[CH:7]=[O:13]. The catalyst class is: 11. (3) Reactant: [OH:1][C@H:2]1[CH2:7][CH2:6][CH2:5][C@@H:4]([C:8]([O:10][CH:11]([CH3:13])[CH3:12])=[O:9])[CH2:3]1.[Si:14](Cl)([C:27]([CH3:30])([CH3:29])[CH3:28])([C:21]1[CH:26]=[CH:25][CH:24]=[CH:23][CH:22]=1)[C:15]1[CH:20]=[CH:19][CH:18]=[CH:17][CH:16]=1.N1C=CN=C1.CN(C1C=CC=CN=1)C. Product: [Si:14]([O:1][C@H:2]1[CH2:7][CH2:6][CH2:5][C@@H:4]([C:8]([O:10][CH:11]([CH3:13])[CH3:12])=[O:9])[CH2:3]1)([C:27]([CH3:30])([CH3:29])[CH3:28])([C:21]1[CH:22]=[CH:23][CH:24]=[CH:25][CH:26]=1)[C:15]1[CH:20]=[CH:19][CH:18]=[CH:17][CH:16]=1. The catalyst class is: 3. (4) Reactant: [CH3:1][C@@H:2]1[CH2:6][CH2:5][CH2:4][N:3]1[CH2:7][CH2:8][CH2:9][O:10][C:11]1[CH:16]=[CH:15][C:14]([N:17]2[CH:21]=[C:20]([NH:22][C:23](=[O:25])[CH3:24])[CH:19]=[N:18]2)=[CH:13][CH:12]=1.[H-].[Na+].I[CH3:29]. Product: [CH3:29][N:22]([C:20]1[CH:19]=[N:18][N:17]([C:14]2[CH:15]=[CH:16][C:11]([O:10][CH2:9][CH2:8][CH2:7][N:3]3[CH2:4][CH2:5][CH2:6][C@H:2]3[CH3:1])=[CH:12][CH:13]=2)[CH:21]=1)[C:23](=[O:25])[CH3:24]. The catalyst class is: 30. (5) Reactant: [C:1]([CH:3]([CH2:9][C:10]([C:12]1[C:17]([F:18])=[CH:16][CH:15]=[CH:14][C:13]=1[F:19])=O)[C:4]([O:6][CH2:7][CH3:8])=[O:5])#[N:2].C(OCC)(=O)C.[ClH:26]. Product: [Cl:26][C:1]1[NH:2][C:10]([C:12]2[C:17]([F:18])=[CH:16][CH:15]=[CH:14][C:13]=2[F:19])=[CH:9][C:3]=1[C:4]([O:6][CH2:7][CH3:8])=[O:5]. The catalyst class is: 13. (6) Reactant: Cl[C:2]1[N:7]=[C:6]([NH2:8])[C:5]([N+:9]([O-:11])=[O:10])=[CH:4][CH:3]=1.Cl.[CH3:13][C:14]1([OH:20])[CH2:19][CH2:18][NH:17][CH2:16][CH2:15]1.C(=O)([O-])[O-].[K+].[K+].CN(C=O)C. Product: [NH2:8][C:6]1[N:7]=[C:2]([N:17]2[CH2:18][CH2:19][C:14]([CH3:13])([OH:20])[CH2:15][CH2:16]2)[CH:3]=[CH:4][C:5]=1[N+:9]([O-:11])=[O:10]. The catalyst class is: 6. (7) Product: [Br:1][C:2]1[CH:7]=[CH:6][C:5]([C:51]#[C:50][C:39]2([OH:38])[CH2:40][N:41]([C:43]([O:45][C:46]([CH3:48])([CH3:47])[CH3:49])=[O:44])[CH2:42]2)=[N:4][C:3]=1[C@@H:9]([NH:19][C:20](=[O:37])[CH2:21][N:22]1[C:26]2[C:27]([F:32])([F:31])[C@@H:28]3[CH2:30][C@@H:29]3[C:25]=2[C:24]([C:33]([F:34])([F:36])[F:35])=[N:23]1)[CH2:10][C:11]1[CH:16]=[C:15]([F:17])[CH:14]=[C:13]([F:18])[CH:12]=1. Reactant: [Br:1][C:2]1[C:3]([C@@H:9]([NH:19][C:20](=[O:37])[CH2:21][N:22]2[C:26]3[C:27]([F:32])([F:31])[C@@H:28]4[CH2:30][C@@H:29]4[C:25]=3[C:24]([C:33]([F:36])([F:35])[F:34])=[N:23]2)[CH2:10][C:11]2[CH:16]=[C:15]([F:17])[CH:14]=[C:13]([F:18])[CH:12]=2)=[N:4][C:5](Br)=[CH:6][CH:7]=1.[OH:38][C:39]1([C:50]#[C:51][Si](C)(C)C)[CH2:42][N:41]([C:43]([O:45][C:46]([CH3:49])([CH3:48])[CH3:47])=[O:44])[CH2:40]1.C(N(CC)CC)C.CCCC[N+](CCCC)(CCCC)CCCC.[F-]. The catalyst class is: 356. (8) Reactant: [CH:1]([O:4][C:5](=[O:13])[C:6]1[CH:11]=[CH:10][CH:9]=[C:8](Br)[CH:7]=1)([CH3:3])[CH3:2].C(N(CC)CC)C.[CH3:21][Si:22]([C:25]#[CH:26])([CH3:24])[CH3:23].C(OCC)(=O)C. Product: [CH:1]([O:4][C:5](=[O:13])[C:6]1[CH:11]=[CH:10][CH:9]=[C:8]([C:26]#[C:25][Si:22]([CH3:24])([CH3:23])[CH3:21])[CH:7]=1)([CH3:3])[CH3:2]. The catalyst class is: 730.